Predict the product of the given reaction. From a dataset of Forward reaction prediction with 1.9M reactions from USPTO patents (1976-2016). (1) Given the reactants CCN1C(=O)C(=O)N(C(N[C@@H](C(N[C@@H]2C(=O)N3[C@@H](C([O-])=O)C(C)(C)S[C@H]23)=O)C2C=CC=CC=2)=O)CC1.[Na+].[CH3:38][C:39]1([CH3:52])[S:43](=[O:45])(=[O:44])[C@@H:42]2[CH2:46][C:47](=[O:48])[N:41]2[C@H:40]1[C:49]([O-:51])=[O:50].[Na+], predict the reaction product. The product is: [CH3:38][C:39]1([CH3:52])[S:43](=[O:44])(=[O:45])[C@@H:42]2[CH2:46][C:47](=[O:48])[N:41]2[C@H:40]1[C:49]([OH:51])=[O:50]. (2) Given the reactants [F:1][C:2]1[C:3]([C:22]([OH:24])=O)=[N:4][CH:5]=[CH:6][C:7]=1[S:8][C:9]1[S:13][C:12]([NH:14][C:15]2[CH:20]=[C:19]([CH3:21])[CH:18]=[CH:17][N:16]=2)=[N:11][CH:10]=1.[C:25]1([C:31]2([CH2:37][NH2:38])[CH2:36][CH2:35][O:34][CH2:33][CH2:32]2)[CH:30]=[CH:29][CH:28]=[CH:27][CH:26]=1, predict the reaction product. The product is: [F:1][C:2]1[C:3]([C:22]([NH:38][CH2:37][C:31]2([C:25]3[CH:30]=[CH:29][CH:28]=[CH:27][CH:26]=3)[CH2:32][CH2:33][O:34][CH2:35][CH2:36]2)=[O:24])=[N:4][CH:5]=[CH:6][C:7]=1[S:8][C:9]1[S:13][C:12]([NH:14][C:15]2[CH:20]=[C:19]([CH3:21])[CH:18]=[CH:17][N:16]=2)=[N:11][CH:10]=1. (3) Given the reactants CO[CH:3](O)[CH2:4][N:5]1[C:14]2[C:9](=[N:10][CH:11]=[C:12]([O:15][CH3:16])[CH:13]=2)[CH:8]=[CH:7][C:6]1=[O:17].CC([N:23]([C@@H:27]1[CH2:32][CH2:31][NH:30][CH2:29][C@@H:28]1[OH:33])[C:24](=[O:26])[O-:25])(C)C.OCC[CH2:37][C:38]1[C:43](=O)N(CC2C=CC(OC)=CC=2)NC(=O)[CH:39]=1.C(O[BH-](OC(=O)C)OC(=O)C)(=O)C.[Na+], predict the reaction product. The product is: [OH:33][C@@H:28]1[C@H:27]([NH:23][C:24](=[O:26])[O:25][C:38]([CH3:43])([CH3:39])[CH3:37])[CH2:32][CH2:31][N:30]([CH2:3][CH2:4][N:5]2[C:14]3[C:9](=[N:10][CH:11]=[C:12]([O:15][CH3:16])[CH:13]=3)[CH:8]=[CH:7][C:6]2=[O:17])[CH2:29]1. (4) Given the reactants [CH:1]1([CH2:4][C:5]2[CH:10]=[CH:9][C:8]([F:11])=[CH:7][C:6]=2[C:12]([CH:14]2[CH2:19][CH2:18][N:17](C)[CH2:16][CH2:15]2)=[O:13])[CH2:3][CH2:2]1.[Cl:21]C(OC(Cl)C)=O.CO, predict the reaction product. The product is: [ClH:21].[CH:1]1([CH2:4][C:5]2[CH:10]=[CH:9][C:8]([F:11])=[CH:7][C:6]=2[C:12]([CH:14]2[CH2:15][CH2:16][NH:17][CH2:18][CH2:19]2)=[O:13])[CH2:2][CH2:3]1. (5) Given the reactants C([O:3][C:4]([C:6]1[N:11]=[C:10]([C:12]2[CH:17]=[C:16]([Cl:18])[CH:15]=[CH:14][N:13]=2)[CH:9]=[C:8]([OH:19])[CH:7]=1)=O)C.[BH4-].[Na+].Cl.[OH-].[Na+], predict the reaction product. The product is: [Cl:18][C:16]1[CH:15]=[CH:14][N:13]=[C:12]([C:10]2[CH:9]=[C:8]([OH:19])[CH:7]=[C:6]([CH2:4][OH:3])[N:11]=2)[CH:17]=1. (6) Given the reactants [Br:1][C:2]1[S:10][C:9]2[C:8](Cl)=[N:7][CH:6]=[N:5][C:4]=2[CH:3]=1.[NH2:12][C:13]1[CH:14]=[C:15]2[C:19](=[CH:20][CH:21]=1)[NH:18][CH:17]=[CH:16]2, predict the reaction product. The product is: [Br:1][C:2]1[S:10][C:9]2[C:8]([NH:12][C:13]3[CH:14]=[C:15]4[C:19](=[CH:20][CH:21]=3)[NH:18][CH:17]=[CH:16]4)=[N:7][CH:6]=[N:5][C:4]=2[CH:3]=1. (7) The product is: [OH:1][C:2]1[C:3]([N+:18]([O-:20])=[O:19])=[C:4]([CH:13]=[CH:14][C:15]=1[OH:16])[C:5]([C:7]1[CH:8]=[CH:9][CH:10]=[CH:11][CH:12]=1)=[O:6]. Given the reactants [OH:1][C:2]1[C:3]([N+:18]([O-:20])=[O:19])=[C:4]([CH:13]=[CH:14][C:15]=1[O:16]C)[C:5]([C:7]1[CH:12]=[CH:11][CH:10]=[CH:9][CH:8]=1)=[O:6].[Cl-].[Al+3].[Cl-].[Cl-].N1C=CC=CC=1.Cl, predict the reaction product. (8) The product is: [N+:10]([C:8]1[CH:7]=[C:6]([S:13][CH2:17][CH2:18][CH2:19][CH2:20][N:21]2[C:25](=[O:26])[C:24]3[C:23](=[CH:30][CH:29]=[CH:28][CH:27]=3)[C:22]2=[O:31])[CH:5]=[C:4]([N+:1]([O-:3])=[O:2])[CH:9]=1)([O-:12])=[O:11]. Given the reactants [N+:1]([C:4]1[CH:5]=[C:6]([SH:13])[CH:7]=[C:8]([N+:10]([O-:12])=[O:11])[CH:9]=1)([O-:3])=[O:2].[OH-].[Na+].Br[CH2:17][CH2:18][CH2:19][CH2:20][N:21]1[C:25](=[O:26])[C:24]2=[CH:27][CH:28]=[CH:29][CH:30]=[C:23]2[C:22]1=[O:31], predict the reaction product.